Task: Predict which catalyst facilitates the given reaction.. Dataset: Catalyst prediction with 721,799 reactions and 888 catalyst types from USPTO (1) Reactant: Cl.[F:2][C:3]1[CH:4]=[C:5]([CH:43]=[CH:44][CH:45]=1)[CH2:6][N:7]1[CH:11]=[C:10]([C:12]2[C:20]3[C:15](=[N:16][CH:17]=[C:18]([C:21]4[CH:26]=[CH:25][C:24]([CH:27]5[CH2:32][CH2:31][NH:30][CH2:29][CH2:28]5)=[CH:23][CH:22]=4)[CH:19]=3)[N:14](S(C3C=CC(C)=CC=3)(=O)=O)[CH:13]=2)[CH:9]=[N:8]1.FC1C=C(C=CC=1)CN1C=C(C2C3C(=NC=C(C4C=CC(C5CCN(C[C@@H](O)C)CC5)=CC=4)C=3)N(S(C3C=CC(C)=CC=3)(=O)=O)C=2)C=N1.[OH-].[Li+]. Product: [F:2][C:3]1[CH:4]=[C:5]([CH:43]=[CH:44][CH:45]=1)[CH2:6][N:7]1[CH:11]=[C:10]([C:12]2[C:20]3[C:15](=[N:16][CH:17]=[C:18]([C:21]4[CH:22]=[CH:23][C:24]([CH:27]5[CH2:32][CH2:31][NH:30][CH2:29][CH2:28]5)=[CH:25][CH:26]=4)[CH:19]=3)[NH:14][CH:13]=2)[CH:9]=[N:8]1. The catalyst class is: 87. (2) Reactant: OO.[NH2:3][C:4]([C:13]1[CH:20]=[CH:19][C:16]([CH2:17][NH2:18])=[CH:15][CH:14]=1)=[CH:5][C:6](=[S:12])[NH:7][CH2:8][CH:9]1[CH2:11][CH2:10]1. Product: [CH:9]1([CH2:8][NH:7][C:6]2[S:12][N:3]=[C:4]([C:13]3[CH:14]=[CH:15][C:16]([CH2:17][NH2:18])=[CH:19][CH:20]=3)[CH:5]=2)[CH2:11][CH2:10]1. The catalyst class is: 5. (3) Reactant: O.[OH-].[Li+].[CH3:4][CH:5]([CH3:18])[CH:6]([C:8]1[CH:17]=[CH:16][C:11]([C:12]([O:14]C)=[O:13])=[CH:10][CH:9]=1)[CH3:7]. Product: [CH3:4][CH:5]([CH3:18])[CH:6]([C:8]1[CH:9]=[CH:10][C:11]([C:12]([OH:14])=[O:13])=[CH:16][CH:17]=1)[CH3:7]. The catalyst class is: 193. (4) Reactant: [CH2:1]1[C:9]2[C:4](=[CH:5][CH:6]=[CH:7][CH:8]=2)[C@H:3]([NH2:10])[C@@H:2]1[OH:11].C(N(CC)CC)C.[C:19](Cl)(=[O:23])[CH2:20][CH2:21][CH3:22]. Product: [OH:11][C@@H:2]1[CH2:1][C:9]2[C:4](=[CH:5][CH:6]=[CH:7][CH:8]=2)[C@@H:3]1[NH:10][C:19](=[O:23])[CH2:20][CH2:21][CH3:22]. The catalyst class is: 1. (5) Reactant: [N:1]1([CH2:6][CH2:7][N:8]2[C:13](=[O:14])[N:12](COCC3C=CC=CC=3)[C:11](=[O:24])[C:10]([O:25]CC3C=CC=CC=3)=[N:9]2)[CH:5]=[CH:4][CH:3]=[CH:2]1.B(Br)(Br)Br. Product: [N:1]1([CH2:6][CH2:7][N:8]2[C:13](=[O:14])[NH:12][C:11](=[O:24])[C:10]([OH:25])=[N:9]2)[CH:2]=[CH:3][CH:4]=[CH:5]1. The catalyst class is: 4. (6) Reactant: C(N(C(C)C)C(C)C)C.[Br:10][C:11]1[C:19]2[C:14](=[N:15][CH:16]=[N:17][C:18]=2Cl)[NH:13][N:12]=1.[NH:21]1[C:29]2[C:24](=[CH:25][CH:26]=[CH:27][CH:28]=2)[CH:23]=[C:22]1[CH2:30][NH:31][C:32]([C:34]1([CH2:40][NH2:41])[CH2:39][CH2:38][NH:37][CH2:36][CH2:35]1)=[O:33]. Product: [NH:21]1[C:29]2[C:24](=[CH:25][CH:26]=[CH:27][CH:28]=2)[CH:23]=[C:22]1[CH2:30][NH:31][C:32]([C:34]1([CH2:40][NH2:41])[CH2:35][CH2:36][N:37]([C:18]2[N:17]=[CH:16][N:15]=[C:14]3[NH:13][N:12]=[C:11]([Br:10])[C:19]=23)[CH2:38][CH2:39]1)=[O:33]. The catalyst class is: 51.